Dataset: hERG Central: cardiac toxicity at 1µM, 10µM, and general inhibition. Task: Predict hERG channel inhibition at various concentrations. (1) The compound is COc1cc(CN(C)CC2CCCN(CCc3cccc(C(F)(F)F)c3)C2)ccc1O. Results: hERG_inhib (hERG inhibition (general)): blocker. (2) The drug is CCOC(=O)c1ccc(NC(=S)N(CCCN2CCN(CC)CC2)Cc2cccs2)cc1. Results: hERG_inhib (hERG inhibition (general)): blocker. (3) The drug is CCn1cnc2cc(NCc3ccc(Br)cc3)ccc21. Results: hERG_inhib (hERG inhibition (general)): blocker. (4) The compound is Brc1ccc(CN2C3=NCCCN3c3ccccc32)cc1.Cl. Results: hERG_inhib (hERG inhibition (general)): blocker. (5) The compound is CC1CCCN(CCOCCOc2ccccc2-c2ccccc2)C1.O=C(O)C(=O)O. Results: hERG_inhib (hERG inhibition (general)): blocker. (6) The molecule is CC1CCCN(C(=O)C2CCN(c3nc(-c4ccccc4)nc4c3CCC4)CC2)C1. Results: hERG_inhib (hERG inhibition (general)): blocker. (7) The compound is Cc1cc(Cl)ccc1C(=O)C1CCCN(C2CCSCC2)C1. Results: hERG_inhib (hERG inhibition (general)): blocker.